Dataset: Cav3 T-type calcium channel HTS with 100,875 compounds. Task: Binary Classification. Given a drug SMILES string, predict its activity (active/inactive) in a high-throughput screening assay against a specified biological target. (1) The drug is O=C(NCC=C)CCCCC(=O)NCC=C. The result is 0 (inactive). (2) The drug is O=C(N(C1CCCCC1)C(c1cccnc1)C)Nc1cc(c(cc1)C)C. The result is 0 (inactive).